From a dataset of Forward reaction prediction with 1.9M reactions from USPTO patents (1976-2016). Predict the product of the given reaction. (1) Given the reactants [H-].[Na+].[NH2:3][C:4]([CH3:8])([CH3:7])[CH2:5][OH:6].Br[CH2:10][C:11]([CH3:13])=[CH2:12], predict the reaction product. The product is: [CH3:7][C:4]([NH2:3])([CH3:8])[CH2:5][O:6][CH2:12][C:11]([CH3:13])=[CH2:10]. (2) Given the reactants O[CH:2]1[CH2:5][N:4]([C:6]([O:8][C:9]([CH3:12])([CH3:11])[CH3:10])=[O:7])[CH2:3]1.C(N(CC)CC)C.CS(Cl)(=O)=O.[C:25]([C:29]1[CH:34]=[CH:33][CH:32]=[CH:31][C:30]=1[SH:35])([CH3:28])([CH3:27])[CH3:26].[OH-].[Na+], predict the reaction product. The product is: [C:25]([C:29]1[CH:34]=[CH:33][CH:32]=[CH:31][C:30]=1[S:35][CH:2]1[CH2:5][N:4]([C:6]([O:8][C:9]([CH3:12])([CH3:11])[CH3:10])=[O:7])[CH2:3]1)([CH3:28])([CH3:26])[CH3:27]. (3) Given the reactants [OH-].[K+].[NH2:3][C:4]1[CH:11]=[CH:10][C:9]([Br:12])=[CH:8][C:5]=1[CH:6]=O.[C:13]([C:16]1[S:20][C:19]([CH3:21])=[N:18][C:17]=1[CH3:22])(=O)[CH3:14].Cl, predict the reaction product. The product is: [Br:12][C:9]1[CH:8]=[C:5]2[C:4](=[CH:11][CH:10]=1)[N:3]=[C:13]([C:16]1[S:20][C:19]([CH3:21])=[N:18][C:17]=1[CH3:22])[CH:14]=[CH:6]2. (4) Given the reactants [Cl:1][C:2]1[C:7]([CH3:8])=[C:6](Cl)[N:5]=[CH:4][N:3]=1.[C:10]12(PCCCC)[CH2:19]C3CC(CC(C3)[CH2:11]1)C2.C(=O)([O-])[O-].[Cs+].[Cs+], predict the reaction product. The product is: [Cl:1][C:2]1[C:7]([CH3:8])=[C:6]([CH:19]2[CH2:10][CH2:11]2)[N:5]=[CH:4][N:3]=1. (5) Given the reactants [CH2:1]([C:3]1[C:4]([O:16]C)=[N:5][C:6]([CH3:15])=[C:7]([C:9]2[O:10][C:11]([CH3:14])=[N:12][N:13]=2)[CH:8]=1)[CH3:2].[I-].[Na+].Cl[Si](C)(C)C, predict the reaction product. The product is: [CH2:1]([C:3]1[C:4](=[O:16])[NH:5][C:6]([CH3:15])=[C:7]([C:9]2[O:10][C:11]([CH3:14])=[N:12][N:13]=2)[CH:8]=1)[CH3:2]. (6) Given the reactants [Cl:1][C:2]1[CH:3]=[C:4]([NH:9][C:10](=[O:18])OC2C=CC=CC=2)[CH:5]=[CH:6][C:7]=1[F:8].ClC1N=C(NC(N2CCN3N=CC(C4C=CC(F)=CC=4)=C3C2)=O)C=CC=1F.[CH3:46][O:47][CH2:48][CH:49]1[CH2:53][CH2:52][CH2:51][N:50]1[C:54]1[CH:55]=[N:56][N:57]2[CH2:62][CH2:61][NH:60][CH2:59][C:58]=12.FC1C=CC(C2C=NN3CCNCC=23)=CC=1, predict the reaction product. The product is: [Cl:1][C:2]1[CH:3]=[C:4]([NH:9][C:10]([N:60]2[CH2:61][CH2:62][N:57]3[N:56]=[CH:55][C:54]([N:50]4[CH2:51][CH2:52][CH2:53][CH:49]4[CH2:48][O:47][CH3:46])=[C:58]3[CH2:59]2)=[O:18])[CH:5]=[CH:6][C:7]=1[F:8]. (7) Given the reactants [OH:1][CH2:2][CH2:3][N:4]([CH:22]([CH3:24])[CH3:23])[C:5]([C:7]1[S:8][C:9]2[CH2:10][CH2:11][O:12][C:13]3[CH:20]=[CH:19][C:18](Br)=[CH:17][C:14]=3[C:15]=2[N:16]=1)=[O:6].[CH3:25][N:26]([C:34]1[CH:39]=[CH:38][C:37](B2OC(C)(C)C(C)(C)O2)=[CH:36][N:35]=1)C(=O)OC(C)(C)C, predict the reaction product. The product is: [OH:1][CH2:2][CH2:3][N:4]([CH:22]([CH3:24])[CH3:23])[C:5]([C:7]1[S:8][C:9]2[CH2:10][CH2:11][O:12][C:13]3[CH:20]=[CH:19][C:18]([C:37]4[CH:36]=[N:35][C:34]([NH:26][CH3:25])=[CH:39][CH:38]=4)=[CH:17][C:14]=3[C:15]=2[N:16]=1)=[O:6]. (8) Given the reactants [CH2:1]([O:8][C:9]([N:11]1[CH2:15][CH2:14][CH2:13][C@H:12]1[C:16]([OH:18])=O)=[O:10])[C:2]1[CH:7]=[CH:6][CH:5]=[CH:4][CH:3]=1.CN(C(ON1N=NC2C=CC=NC1=2)=[N+](C)C)C.F[P-](F)(F)(F)(F)F.CCN(C(C)C)C(C)C.[NH2:52][C:53]1[CH:58]=[CH:57][C:56]([CH2:59][C:60]([OH:62])=[O:61])=[CH:55][CH:54]=1, predict the reaction product. The product is: [CH2:1]([O:8][C:9]([N:11]1[CH2:15][CH2:14][CH2:13][C@H:12]1[C:16](=[O:18])[NH:52][C:53]1[CH:54]=[CH:55][C:56]([CH2:59][C:60]([OH:62])=[O:61])=[CH:57][CH:58]=1)=[O:10])[C:2]1[CH:3]=[CH:4][CH:5]=[CH:6][CH:7]=1. (9) Given the reactants CNC.[Br:4][C:5]1[CH:6]=[CH:7][C:8]2[N:9]([N:11]=[C:12]([N:14]3[CH2:19]COC[CH2:15]3)[N:13]=2)[CH:10]=1, predict the reaction product. The product is: [Br:4][C:5]1[CH:6]=[CH:7][C:8]2[N:9]([N:11]=[C:12]([N:14]([CH3:19])[CH3:15])[N:13]=2)[CH:10]=1.